Dataset: Forward reaction prediction with 1.9M reactions from USPTO patents (1976-2016). Task: Predict the product of the given reaction. (1) Given the reactants [F:1][C:2]1[CH:7]=[CH:6][C:5]([N:8]2[CH:13]=[CH:12][CH:11]=[C:10]([N+:14]([O-])=O)[C:9]2=[O:17])=[CH:4][CH:3]=1.[Cl-].[NH4+], predict the reaction product. The product is: [NH2:14][C:10]1[C:9](=[O:17])[N:8]([C:5]2[CH:6]=[CH:7][C:2]([F:1])=[CH:3][CH:4]=2)[CH:13]=[CH:12][CH:11]=1. (2) Given the reactants [F:1][C:2]1[CH:3]=[C:4]([C:9]2[O:10][C:11]3[C:17]([CH:18]=[CH2:19])=[CH:16][C:15]([OH:20])=[CH:14][C:12]=3[N:13]=2)[CH:5]=[CH:6][C:7]=1[OH:8].N1C=CN=C1.[Si:26](Cl)([C:29]([CH3:32])([CH3:31])[CH3:30])([CH3:28])[CH3:27], predict the reaction product. The product is: [F:1][C:2]1[CH:3]=[C:4]([C:9]2[O:10][C:11]3[C:17]([CH:18]=[CH2:19])=[CH:16][C:15]([OH:20])=[CH:14][C:12]=3[N:13]=2)[CH:5]=[CH:6][C:7]=1[O:8][Si:26]([C:29]([CH3:32])([CH3:31])[CH3:30])([CH3:28])[CH3:27].